This data is from Reaction yield outcomes from USPTO patents with 853,638 reactions. The task is: Predict the reaction yield, written as a fraction of the theoretical maximum amount of product (1.0 means a 100% yield; for example, 0.34 means a 34% yield). (1) The reactants are Br[C:2]1[N:6]2[CH:7]=[C:8]([C:11]([N:13]([C:15]3[CH:20]=[CH:19][C:18]([C:21]#[N:22])=[CH:17][CH:16]=3)[CH3:14])=[O:12])[N:9]=[CH:10][C:5]2=[N:4][CH:3]=1.CC1(C)C(C)(C)OB([C:31]2[CH:37]=[CH:36][C:34]([NH2:35])=[CH:33][CH:32]=2)O1.OP([O-])([O-])=O.[K+].[K+]. The catalyst is C1COCC1.O.[Pd]. The product is [NH2:35][C:34]1[CH:36]=[CH:37][C:31]([C:2]2[N:6]3[CH:7]=[C:8]([C:11]([N:13]([C:15]4[CH:20]=[CH:19][C:18]([C:21]#[N:22])=[CH:17][CH:16]=4)[CH3:14])=[O:12])[N:9]=[CH:10][C:5]3=[N:4][CH:3]=2)=[CH:32][CH:33]=1. The yield is 0.650. (2) The reactants are I[C:2]1[C:10]2[C:5](=[CH:6][CH:7]=[CH:8][C:9]=2[N+:11]([O-:13])=[O:12])[N:4]([CH2:14][C:15]2[CH:16]=[N:17][C:18]([CH3:21])=[CH:19][CH:20]=2)[N:3]=1.N1C2C(=CC=C3C=2N=CC=C3)C=CC=1.[F-].[K+].[CH3:38][OH:39]. The catalyst is C1(C)C=CC=CC=1.[Cu](I)I. The product is [CH3:38][O:39][C:2]1[C:10]2[C:5](=[CH:6][CH:7]=[CH:8][C:9]=2[N+:11]([O-:13])=[O:12])[N:4]([CH2:14][C:15]2[CH:16]=[N:17][C:18]([CH3:21])=[CH:19][CH:20]=2)[N:3]=1. The yield is 0.660. (3) The reactants are [CH3:1][O-:2].[Na+].[CH2:4]([O:11][C:12]1[C:13]([Cl:20])=[CH:14][C:15]([CH2:18]Cl)=[N:16][CH:17]=1)[C:5]1[CH:10]=[CH:9][CH:8]=[CH:7][CH:6]=1. The catalyst is CO.CS(C)=O. The product is [CH2:4]([O:11][C:12]1[C:13]([Cl:20])=[CH:14][C:15]([CH2:18][O:2][CH3:1])=[N:16][CH:17]=1)[C:5]1[CH:10]=[CH:9][CH:8]=[CH:7][CH:6]=1. The yield is 0.910.